Dataset: Full USPTO retrosynthesis dataset with 1.9M reactions from patents (1976-2016). Task: Predict the reactants needed to synthesize the given product. Given the product [CH3:21][O:20][C:18]([CH:17]1[CH2:16][CH2:15][CH2:14][CH2:13][CH2:12][CH2:11][CH:10]=[CH:9][CH2:8][CH2:7][CH2:6][CH2:5][CH2:4][CH2:3][CH2:2][C:1]1=[O:23])=[O:19], predict the reactants needed to synthesize it. The reactants are: [C:1]([O:23]C)(=O)[CH2:2][CH2:3][CH2:4][CH2:5][CH2:6][CH2:7][CH2:8]/[CH:9]=[CH:10]\[CH2:11][CH2:12][CH2:13][CH2:14][CH2:15][CH2:16][CH2:17][C:18]([O:20][CH3:21])=[O:19].CCN(CC)CC.O.